The task is: Predict the reactants needed to synthesize the given product.. This data is from Full USPTO retrosynthesis dataset with 1.9M reactions from patents (1976-2016). Given the product [C:6]([N:8]1[CH2:13][C@@H:12]2[CH2:14][C@H:9]1[CH2:10][N:11]2[C:15]([C@@:17]12[CH2:24][CH2:23][CH2:22][C@@H:21]1[CH2:20][C@@H:19]([NH:25][C@@H:26]1[C@H:31]([O:32][CH3:33])[CH2:30][O:29][CH2:28][CH2:27]1)[CH2:18]2)=[O:16])([OH:7])=[O:5], predict the reactants needed to synthesize it. The reactants are: C([O:5][C:6]([N:8]1[CH2:13][C@@H:12]2[CH2:14][C@H:9]1[CH2:10][N:11]2[C:15]([C@@:17]12[CH2:24][CH2:23][CH2:22][C@@H:21]1[CH2:20][C@@H:19]([N:25](C(=O)C(F)(F)F)[C@@H:26]1[C@H:31]([O:32][CH3:33])[CH2:30][O:29][CH2:28][CH2:27]1)[CH2:18]2)=[O:16])=[O:7])(C)(C)C.[BH4-].[Na+].O.C([O-])([O-])=O.[Na+].[Na+].